Dataset: Reaction yield outcomes from USPTO patents with 853,638 reactions. Task: Predict the reaction yield, written as a fraction of the theoretical maximum amount of product (1.0 means a 100% yield; for example, 0.34 means a 34% yield). (1) The reactants are [C:1]([OH:7])(=O)[CH2:2][CH2:3][CH:4]=[CH2:5].ClC([O:11][CH2:12][CH:13]([CH3:15])C)=O.[CH2:16](N(CC)CC)[CH3:17].[CH:23]([N:26]([CH:45]([CH3:47])[CH3:46])[CH2:27][CH2:28][CH:29]([C:36]1[CH:41]=[C:40]([CH2:42][OH:43])[CH:39]=[CH:38][C:37]=1[OH:44])[C:30]1[CH:35]=[CH:34][CH:33]=[CH:32][CH:31]=1)([CH3:25])[CH3:24]. The catalyst is ClCCl. The product is [CH:45]([N:26]([CH:23]([CH3:25])[CH3:24])[CH2:27][CH2:28][CH:29]([C:36]1[CH:41]=[C:40]([CH2:42][O:43][C:12](=[O:11])[CH2:13][CH2:15][CH:16]=[CH2:17])[CH:39]=[CH:38][C:37]=1[O:44][C:1](=[O:7])[CH2:2][CH2:3][CH:4]=[CH2:5])[C:30]1[CH:35]=[CH:34][CH:33]=[CH:32][CH:31]=1)([CH3:47])[CH3:46]. The yield is 0.500. (2) The reactants are [C:1]12([CH:11]([OH:24])[CH2:12][NH:13][C:14]3[C:15]4[CH2:23][CH2:22][NH:21][CH2:20][C:16]=4[N:17]=[CH:18][N:19]=3)[CH2:10][CH:5]3[CH2:6][CH:7]([CH2:9][CH:3]([CH2:4]3)[CH2:2]1)[CH2:8]2.[N:25]1([C:31](Cl)=[O:32])[CH2:30][CH2:29][O:28][CH2:27][CH2:26]1.C(N(CC)C(C)C)(C)C. The catalyst is C(Cl)Cl. The product is [C:1]12([CH:11]([OH:24])[CH2:12][NH:13][C:14]3[C:15]4[CH2:23][CH2:22][N:21]([C:31]([N:25]5[CH2:30][CH2:29][O:28][CH2:27][CH2:26]5)=[O:32])[CH2:20][C:16]=4[N:17]=[CH:18][N:19]=3)[CH2:2][CH:3]3[CH2:4][CH:5]([CH2:6][CH:7]([CH2:9]3)[CH2:8]1)[CH2:10]2. The yield is 0.400. (3) The reactants are [CH3:1][C@H:2]1[C:10]2[C:9]([N:11]3[CH2:16][CH2:15][N:14]([C:17]([O:19][C:20]([CH3:23])([CH3:22])[CH3:21])=[O:18])[CH2:13][CH2:12]3)=[N:8][CH:7]=[N:6][C:5]=2[C:4](=[O:24])[CH2:3]1.C[Li].[CH2:27](OCC)C. The catalyst is C1COCC1. The product is [OH:24][C:4]1([CH3:27])[C:5]2[N:6]=[CH:7][N:8]=[C:9]([N:11]3[CH2:16][CH2:15][N:14]([C:17]([O:19][C:20]([CH3:23])([CH3:22])[CH3:21])=[O:18])[CH2:13][CH2:12]3)[C:10]=2[C@H:2]([CH3:1])[CH2:3]1. The yield is 0.690. (4) The reactants are [F:1][C:2]1[CH:3]=[C:4]([C:9](=O)[CH2:10][C:11]2[CH:16]=[CH:15][CH:14]=[CH:13][CH:12]=2)[CH:5]=[C:6]([F:8])[CH:7]=1.[CH2:18]([O:20][C:21]1[CH:22]=[C:23]([CH:26]=[C:27]([N+:30]([O-:32])=[O:31])[C:28]=1[OH:29])[CH:24]=O)[CH3:19].[NH2:33][C:34]([NH2:36])=[O:35].Cl. The catalyst is C(O)C. The product is [F:1][C:2]1[CH:3]=[C:4]([C:9]2[NH:36][C:34](=[O:35])[NH:33][CH:24]([C:23]3[CH:26]=[C:27]([N+:30]([O-:32])=[O:31])[C:28]([OH:29])=[C:21]([O:20][CH2:18][CH3:19])[CH:22]=3)[C:10]=2[C:11]2[CH:16]=[CH:15][CH:14]=[CH:13][CH:12]=2)[CH:5]=[C:6]([F:8])[CH:7]=1. The yield is 0.199. (5) The reactants are C(O[C:4](=[NH:14])[C:5]1[CH:10]=[C:9]([Cl:11])[CH:8]=[CH:7][C:6]=1[O:12][CH3:13])C.N. The catalyst is CO. The product is [Cl:11][C:9]1[CH:8]=[CH:7][C:6]([O:12][CH3:13])=[C:5]([CH:10]=1)[CH:4]=[NH:14]. The yield is 0.990.